Dataset: Peptide-MHC class II binding affinity with 134,281 pairs from IEDB. Task: Regression. Given a peptide amino acid sequence and an MHC pseudo amino acid sequence, predict their binding affinity value. This is MHC class II binding data. (1) The peptide sequence is YDKFLANVSTVQTGK. The MHC is DRB1_0101 with pseudo-sequence DRB1_0101. The binding affinity (normalized) is 0.804. (2) The peptide sequence is HDPLPHSPSDSAGND. The MHC is DRB1_0101 with pseudo-sequence DRB1_0101. The binding affinity (normalized) is 0. (3) The MHC is HLA-DQA10601-DQB10402 with pseudo-sequence HLA-DQA10601-DQB10402. The peptide sequence is AVSGDDCVVRPIDDR. The binding affinity (normalized) is 0.379. (4) The peptide sequence is EVLKGPFTVRYTTEG. The MHC is DRB1_1101 with pseudo-sequence DRB1_1101. The binding affinity (normalized) is 0.141. (5) The peptide sequence is NQEGSLKTALTGAMR. The MHC is DRB1_0101 with pseudo-sequence DRB1_0101. The binding affinity (normalized) is 0.431. (6) The peptide sequence is AEMKTDAATLAQEAG. The MHC is DRB1_0901 with pseudo-sequence DRB1_0901. The binding affinity (normalized) is 0.230. (7) The peptide sequence is YDKWLANVSTVLTGK. The MHC is DRB1_1602 with pseudo-sequence DRB1_1602. The binding affinity (normalized) is 0.661.